The task is: Predict the reaction yield, written as a fraction of the theoretical maximum amount of product (1.0 means a 100% yield; for example, 0.34 means a 34% yield).. This data is from Reaction yield outcomes from USPTO patents with 853,638 reactions. The reactants are [C:1]([O-])(=O)C.[NH4+:5].[CH3:6][CH:7]([CH3:14])[C:8](=O)[CH2:9][C:10]([O-:12])=[O:11]. The catalyst is CO. The product is [NH2:5][C:8]([CH:7]([CH3:14])[CH3:6])=[CH:9][C:10]([O:12][CH3:1])=[O:11]. The yield is 0.760.